Task: Predict the product of the given reaction.. Dataset: Forward reaction prediction with 1.9M reactions from USPTO patents (1976-2016) (1) Given the reactants [CH3:1][CH:2]1[CH2:7][CH2:6][CH2:5][CH2:4][CH:3]1[O:8][C:9]1[CH:10]=[CH:11][C:12]2[CH2:13][N:14](C(OC(C)(C)C)=O)[CH2:15][CH2:16][O:17][C:18]=2[N:19]=1.[ClH:27].C(OCC)(=O)C, predict the reaction product. The product is: [ClH:27].[CH3:1][CH:2]1[CH2:7][CH2:6][CH2:5][CH2:4][CH:3]1[O:8][C:9]1[CH:10]=[CH:11][C:12]2[CH2:13][NH:14][CH2:15][CH2:16][O:17][C:18]=2[N:19]=1. (2) Given the reactants [CH3:1][O:2][C:3]1[CH:4]=[C:5]([CH:11]=[CH:12][C:13]=1[O:14][CH2:15][C@@H:16]1[CH2:20][CH2:19][CH2:18][NH:17]1)[C:6]([O:8][CH2:9][CH3:10])=[O:7].[CH3:21][O:22][C:23]1[CH:24]=[C:25]([CH2:40][C:41](O)=[O:42])[CH:26]=[CH:27][C:28]=1[NH:29][C:30]([NH:32][C:33]1[CH:38]=[CH:37][CH:36]=[CH:35][C:34]=1[CH3:39])=[O:31].CCN(CC)CC, predict the reaction product. The product is: [CH3:1][O:2][C:3]1[CH:4]=[C:5]([CH:11]=[CH:12][C:13]=1[O:14][CH2:15][C@@H:16]1[CH2:20][CH2:19][CH2:18][N:17]1[C:41](=[O:42])[CH2:40][C:25]1[CH:26]=[CH:27][C:28]([NH:29][C:30]([NH:32][C:33]2[CH:38]=[CH:37][CH:36]=[CH:35][C:34]=2[CH3:39])=[O:31])=[C:23]([O:22][CH3:21])[CH:24]=1)[C:6]([O:8][CH2:9][CH3:10])=[O:7].